This data is from Reaction yield outcomes from USPTO patents with 853,638 reactions. The task is: Predict the reaction yield, written as a fraction of the theoretical maximum amount of product (1.0 means a 100% yield; for example, 0.34 means a 34% yield). (1) The reactants are [NH2:1][C:2]1[N:7]=[C:6](Cl)[CH:5]=[C:4]([CH:9]2[CH2:13][CH2:12][CH2:11][CH2:10]2)[N:3]=1.[CH3:14][N:15]1[CH2:20][CH2:19][NH:18][CH2:17][CH2:16]1. The catalyst is CCO. The product is [CH:9]1([C:4]2[CH:5]=[C:6]([N:18]3[CH2:19][CH2:20][N:15]([CH3:14])[CH2:16][CH2:17]3)[N:7]=[C:2]([NH2:1])[N:3]=2)[CH2:13][CH2:12][CH2:11][CH2:10]1. The yield is 0.660. (2) The reactants are [CH3:1][O:2][C:3]1[CH:12]=[CH:11][CH:10]=[C:9]2[C:4]=1[CH:5]=[CH:6][N:7]=[CH:8]2.Cl. The catalyst is CCO.[Pt]=O. The product is [CH3:1][O:2][C:3]1[CH:12]=[CH:11][CH:10]=[C:9]2[C:4]=1[CH2:5][CH2:6][NH:7][CH2:8]2. The yield is 0.950. (3) The reactants are [N+:1]([C:4]1[CH:9]=[CH:8][C:7](B(O)O)=[CH:6][CH:5]=1)([O-:3])=[O:2].Br[C:14]1[S:15][C:16]([C:20]([O:22][CH2:23][CH3:24])=[O:21])=[C:17]([CH3:19])[N:18]=1.C(=O)(O)[O-].[Na+].O. The catalyst is C1C=CC([P]([Pd]([P](C2C=CC=CC=2)(C2C=CC=CC=2)C2C=CC=CC=2)([P](C2C=CC=CC=2)(C2C=CC=CC=2)C2C=CC=CC=2)[P](C2C=CC=CC=2)(C2C=CC=CC=2)C2C=CC=CC=2)(C2C=CC=CC=2)C2C=CC=CC=2)=CC=1.O1CCOCC1. The product is [CH3:19][C:17]1[N:18]=[C:14]([C:7]2[CH:8]=[CH:9][C:4]([N+:1]([O-:3])=[O:2])=[CH:5][CH:6]=2)[S:15][C:16]=1[C:20]([O:22][CH2:23][CH3:24])=[O:21]. The yield is 0.830. (4) The reactants are C([O-])(O)=O.[Na+].[NH:6]1[C:14]2[C:9](=[CH:10][CH:11]=[CH:12][CH:13]=2)[CH2:8][CH2:7]1.[C:15](Cl)(=[O:17])[CH3:16]. The catalyst is C(Cl)Cl. The product is [N:6]1([C:15](=[O:17])[CH3:16])[C:14]2[C:9](=[CH:10][CH:11]=[CH:12][CH:13]=2)[CH2:8][CH2:7]1. The yield is 1.00. (5) The reactants are [C:1]([C:3]1[CH:8]=[CH:7][C:6]([C@@H:9]2[C:14]([C:15]#[N:16])=[C:13]([CH3:17])[N:12]([C:18]3[CH:23]=[CH:22][CH:21]=[C:20]([C:24]([F:27])([F:26])[F:25])[CH:19]=3)[C:11](=[O:28])[NH:10]2)=[C:5]([S:29]([CH3:32])(=[O:31])=[O:30])[CH:4]=1)#[N:2].[F:33][C:34]([F:45])([F:44])[C:35]1[CH:36]=[C:37](B(O)O)[CH:38]=[CH:39][CH:40]=1.N1C=CC=CC=1.C(N(CC)CC)C. The catalyst is ClCCl.C([O-])(=O)C.[Cu+2].C([O-])(=O)C. The product is [C:1]([C:3]1[CH:8]=[CH:7][C:6]([C@@H:9]2[C:14]([C:15]#[N:16])=[C:13]([CH3:17])[N:12]([C:18]3[CH:23]=[CH:22][CH:21]=[C:20]([C:24]([F:27])([F:26])[F:25])[CH:19]=3)[C:11](=[O:28])[N:10]2[C:39]2[CH:38]=[CH:37][CH:36]=[C:35]([C:34]([F:45])([F:44])[F:33])[CH:40]=2)=[C:5]([S:29]([CH3:32])(=[O:31])=[O:30])[CH:4]=1)#[N:2]. The yield is 0.260. (6) The reactants are C([NH:5][C:6]1[C:15]2[CH:14]=[CH:13][CH:12]=[C:11]([C:16]([NH:18][C:19]3[CH:24]=[C:23]([C:25](=[O:37])[NH:26][C:27]4[CH:32]=[CH:31][CH:30]=[C:29]([C:33](F)(F)F)[CH:28]=4)[CH:22]=[CH:21][C:20]=3[CH3:38])=[O:17])[C:10]=2[CH:9]=[CH:8][N:7]=1)(C)(C)C.[NH2:39]C1C=C(C)C=C(C)N=1. No catalyst specified. The product is [NH2:5][C:6]1[C:15]2[CH:14]=[CH:13][CH:12]=[C:11]([C:16]([NH:18][C:19]3[CH:24]=[C:23]([C:25](=[O:37])[NH:26][C:27]4[CH:28]=[C:29]([CH3:33])[CH:30]=[C:31]([CH3:32])[N:39]=4)[CH:22]=[CH:21][C:20]=3[CH3:38])=[O:17])[C:10]=2[CH:9]=[CH:8][N:7]=1. The yield is 0.0800.